This data is from NCI-60 drug combinations with 297,098 pairs across 59 cell lines. The task is: Regression. Given two drug SMILES strings and cell line genomic features, predict the synergy score measuring deviation from expected non-interaction effect. Drug 1: CCN(CC)CCNC(=O)C1=C(NC(=C1C)C=C2C3=C(C=CC(=C3)F)NC2=O)C. Drug 2: CN(CC1=CN=C2C(=N1)C(=NC(=N2)N)N)C3=CC=C(C=C3)C(=O)NC(CCC(=O)O)C(=O)O. Cell line: HCT116. Synergy scores: CSS=33.0, Synergy_ZIP=-8.70, Synergy_Bliss=-13.9, Synergy_Loewe=-14.9, Synergy_HSA=-11.3.